Dataset: Catalyst prediction with 721,799 reactions and 888 catalyst types from USPTO. Task: Predict which catalyst facilitates the given reaction. (1) Reactant: [Cl:1][C:2]1[C:3]2[C:10]([C:11]([OH:13])=O)=[CH:9][NH:8][C:4]=2[N:5]=[CH:6][N:7]=1.C[N:15](C=O)C.C(Cl)(=O)C(Cl)=O. Product: [Cl:1][C:2]1[C:3]2[C:10]([C:11]([NH2:15])=[O:13])=[CH:9][NH:8][C:4]=2[N:5]=[CH:6][N:7]=1. The catalyst class is: 168. (2) Reactant: [CH3:1][NH:2][C:3]1[CH:8]=[CH:7][N:6]=[CH:5][C:4]=1[N+:9]([O-])=O. Product: [CH3:1][NH:2][C:3]1[CH:8]=[CH:7][N:6]=[CH:5][C:4]=1[NH2:9]. The catalyst class is: 5. (3) Reactant: [NH2:1][C:2]1[C:7]([C:8]([NH:10][CH2:11][CH3:12])=[O:9])=[CH:6][N:5]=[CH:4][C:3]=1[N+:13]([O-])=O. Product: [NH2:1][C:2]1[C:7]([C:8]([NH:10][CH2:11][CH3:12])=[O:9])=[CH:6][N:5]=[CH:4][C:3]=1[NH2:13]. The catalyst class is: 19.